From a dataset of Full USPTO retrosynthesis dataset with 1.9M reactions from patents (1976-2016). Predict the reactants needed to synthesize the given product. (1) Given the product [CH:1]1([NH:4][C:5](=[O:24])[C:6]2[CH:11]=[CH:10][C:9]([CH3:12])=[C:8]([C:13]3[CH:14]=[C:15]4[C:20](=[CH:21][CH:22]=3)[C:19](=[O:23])[N:18]([CH2:37][C:34]3[CH:35]=[CH:36][C:31]([OH:30])=[CH:32][CH:33]=3)[CH:17]=[CH:16]4)[CH:7]=2)[CH2:2][CH2:3]1, predict the reactants needed to synthesize it. The reactants are: [CH:1]1([NH:4][C:5](=[O:24])[C:6]2[CH:11]=[CH:10][C:9]([CH3:12])=[C:8]([C:13]3[CH:14]=[C:15]4[C:20](=[CH:21][CH:22]=3)[C:19](=[O:23])[NH:18][CH:17]=[CH:16]4)[CH:7]=2)[CH2:3][CH2:2]1.[H-].[Na+].C([O:30][C:31]1[CH:36]=[CH:35][C:34]([CH2:37]Cl)=[CH:33][CH:32]=1)(=O)C.[OH-].[Na+].Cl. (2) Given the product [Br:1][C:2]1[N:7]=[C:6]([CH:8]([N:9]2[CH2:10][CH2:11][O:12][CH2:13][CH2:14]2)[CH2:32][OH:33])[CH:5]=[CH:4][CH:3]=1, predict the reactants needed to synthesize it. The reactants are: [Br:1][C:2]1[N:7]=[C:6]([CH2:8][N:9]2[CH2:14][CH2:13][O:12][CH2:11][CH2:10]2)[CH:5]=[CH:4][CH:3]=1.[Li+].CC([N-]C(C)C)C.N1([CH2:32][OH:33])C2C=CC=CC=2N=N1.[Cl-].[NH4+]. (3) Given the product [F:19][C:13]1([F:18])[CH:12]([C:20]2[CH:21]=[N:22][CH:23]=[CH:24][CH:25]=2)[C:11]2[C:10]3[CH2:26][CH2:27][NH:6][CH2:7][CH2:8][C:9]=3[CH:17]=[CH:16][C:15]=2[CH2:14]1, predict the reactants needed to synthesize it. The reactants are: C(OC([N:6]1[CH2:27][CH2:26][C:10]2[C:11]3[CH:12]([C:20]4[CH:21]=[N:22][CH:23]=[CH:24][CH:25]=4)[C:13]([F:19])([F:18])[CH2:14][C:15]=3[CH:16]=[CH:17][C:9]=2[CH2:8][CH2:7]1)=O)C.Br. (4) Given the product [C:1]([O:5][C:6](=[O:44])[CH2:7][CH2:8][CH2:9][CH2:10][CH2:11][CH2:12][CH2:13][CH2:14][CH2:15][CH2:16][CH2:17][CH2:18][CH2:19][CH2:20][C:21](=[O:43])[NH:22][CH2:23][C@H:24]([NH:35][C:36]([O:38][C:39]([CH3:40])([CH3:41])[CH3:42])=[O:37])[C:25](=[O:27])[NH:92][CH2:93][C@H:94]([NH:98][C:99]([O:101][C:102]([CH3:105])([CH3:104])[CH3:103])=[O:100])[C:95]([OH:97])=[O:96])([CH3:2])([CH3:3])[CH3:4], predict the reactants needed to synthesize it. The reactants are: [C:1]([O:5][C:6](=[O:44])[CH2:7][CH2:8][CH2:9][CH2:10][CH2:11][CH2:12][CH2:13][CH2:14][CH2:15][CH2:16][CH2:17][CH2:18][CH2:19][CH2:20][C:21](=[O:43])[NH:22][CH2:23][C@H:24]([NH:35][C:36]([O:38][C:39]([CH3:42])([CH3:41])[CH3:40])=[O:37])[C:25]([O:27]N1C(=O)CCC1=O)=O)([CH3:4])([CH3:3])[CH3:2].C(OC(=O)CCCCCCCCCCCCCCC(=O)NCCCC[C@H](NC(OC(C)(C)C)=O)C(ON1C(=O)CCC1=O)=O)(C)(C)C.[NH2:92][CH2:93][C@H:94]([NH:98][C:99]([O:101][C:102]([CH3:105])([CH3:104])[CH3:103])=[O:100])[C:95]([OH:97])=[O:96]. (5) The reactants are: [O:1]=[C:2](Cl)OC(Cl)(Cl)Cl.[Cl:9][C:10]1[CH:15]=[C:14]([F:16])[C:13]([N+:17]([O-:19])=[O:18])=[CH:12][C:11]=1[NH:20][CH2:21][C:22]1[C:23]([NH:32][CH2:33][CH3:34])=[CH:24][C:25]([N:28]([O:30][CH3:31])[CH3:29])=[N:26][CH:27]=1.CCN(CC)CC. Given the product [Cl:9][C:10]1[CH:15]=[C:14]([F:16])[C:13]([N+:17]([O-:19])=[O:18])=[CH:12][C:11]=1[N:20]1[CH2:21][C:22]2[CH:27]=[N:26][C:25]([N:28]([O:30][CH3:31])[CH3:29])=[CH:24][C:23]=2[N:32]([CH2:33][CH3:34])[C:2]1=[O:1], predict the reactants needed to synthesize it. (6) Given the product [ClH:28].[NH:17]1[C:25]2=[N:24][CH:23]=[CH:22][CH:21]=[C:20]2[C:19]([CH:26]=[C:6]2[O:5][C:4]([N:3]([CH2:1][CH3:2])[CH2:15][CH3:16])=[C:8]([C:9]([O:11][CH2:12][CH3:13])=[O:10])[C:7]2=[O:14])=[CH:18]1, predict the reactants needed to synthesize it. The reactants are: [CH2:1]([N:3]([CH2:15][CH3:16])[C:4]1[O:5][CH2:6][C:7](=[O:14])[C:8]=1[C:9]([O:11][CH2:12][CH3:13])=[O:10])[CH3:2].[NH:17]1[C:25]2[C:20](=[CH:21][CH:22]=[CH:23][N:24]=2)[C:19]([CH:26]=O)=[CH:18]1.[ClH:28].